Dataset: Catalyst prediction with 721,799 reactions and 888 catalyst types from USPTO. Task: Predict which catalyst facilitates the given reaction. (1) Reactant: [SH:1][C:2]1[CH:3]=[C:4]([NH:8][C:9](=[O:11])[CH3:10])[CH:5]=[CH:6][CH:7]=1.[CH2:12]([CH:14]1[CH2:19][CH2:18][CH:17]([C:20](OCC)=[O:21])[C:16](=O)[CH2:15]1)[CH3:13]. The catalyst class is: 13. Product: [CH2:12]([CH:14]1[CH2:15][C:16]2[S:1][C:2]3[C:7](=[CH:6][CH:5]=[C:4]([NH:8][C:9](=[O:11])[CH3:10])[CH:3]=3)[C:20](=[O:21])[C:17]=2[CH2:18][CH2:19]1)[CH3:13]. (2) Reactant: Cl[C:2]1[N:3]=[N:4][C:5]2[C:6]3[CH:15]=[CH:14][CH:13]=[CH:12][C:7]=3[CH2:8][CH2:9][C:10]=2[CH:11]=1.[NH2:16][NH2:17]. Product: [NH:16]([C:2]1[N:3]=[N:4][C:5]2[C:6]3[CH:15]=[CH:14][CH:13]=[CH:12][C:7]=3[CH2:8][CH2:9][C:10]=2[CH:11]=1)[NH2:17]. The catalyst class is: 17. (3) Reactant: [CH3:1][C:2]1[CH:7]=[C:6]([C:8](=[O:17])[NH:9][CH:10]2[CH2:15][CH2:14][N:13]([CH3:16])[CH2:12][CH2:11]2)[CH:5]=[CH:4][C:3]=1[C:18]1[CH:23]=[CH:22][C:21]([CH2:24][C@H:25]([NH:45][C:46]([C@H:48]2[CH2:53][CH2:52][C@H:51]([CH2:54][NH:55]C(=O)OC(C)(C)C)[CH2:50][CH2:49]2)=[O:47])[C:26](=[O:44])[NH:27][C:28]2[CH:43]=[CH:42][C:31]3[NH:32][C:33]([C:35]([F:41])([F:40])[C:36]([F:39])([F:38])[F:37])=[N:34][C:30]=3[CH:29]=2)=[CH:20][CH:19]=1.[ClH:63]. Product: [ClH:63].[NH2:55][CH2:54][C@H:51]1[CH2:52][CH2:53][C@H:48]([C:46]([NH:45][C@H:25]([C:26](=[O:44])[NH:27][C:28]2[CH:43]=[CH:42][C:31]3[NH:32][C:33]([C:35]([F:40])([F:41])[C:36]([F:37])([F:38])[F:39])=[N:34][C:30]=3[CH:29]=2)[CH2:24][C:21]2[CH:22]=[CH:23][C:18]([C:3]3[CH:4]=[CH:5][C:6]([C:8]([NH:9][CH:10]4[CH2:15][CH2:14][N:13]([CH3:16])[CH2:12][CH2:11]4)=[O:17])=[CH:7][C:2]=3[CH3:1])=[CH:19][CH:20]=2)=[O:47])[CH2:49][CH2:50]1. The catalyst class is: 12. (4) Reactant: [Cl:1][C:2]1[CH:7]=[CH:6][C:5]([C@H:8]([C:18]([NH:20][C:21]2[CH:22]=[C:23]3[C:28](=[CH:29][CH:30]=2)[CH:27]=[N:26][CH:25]=[CH:24]3)=[O:19])[CH2:9][NH:10]C(=O)OC(C)(C)C)=[CH:4][CH:3]=1.[S:31]([OH:35])([CH3:34])(=[O:33])=[O:32]. Product: [S:31]([OH:35])(=[O:33])(=[O:32])[CH3:34].[S:31]([OH:35])(=[O:33])(=[O:32])[CH3:34].[NH2:10][CH2:9][C@H:8]([C:5]1[CH:6]=[CH:7][C:2]([Cl:1])=[CH:3][CH:4]=1)[C:18]([NH:20][C:21]1[CH:22]=[C:23]2[C:28](=[CH:29][CH:30]=1)[CH:27]=[N:26][CH:25]=[CH:24]2)=[O:19]. The catalyst class is: 2. (5) Reactant: [CH2:1]([N:8]1[C@@H:13]2[C@H:14]([C:16]([O:18][C:19]([CH3:22])([CH3:21])[CH3:20])=[O:17])[CH2:15][C@@:9]1([C:25]1[CH:30]=[CH:29][CH:28]=[CH:27][CH:26]=1)[C:10](=O)[C@@H:11]([F:23])[CH2:12]2)[C:2]1[CH:7]=[CH:6][CH:5]=[CH:4][CH:3]=1.[CH2:31]([NH2:38])[C:32]1[CH:37]=[CH:36][CH:35]=[CH:34][CH:33]=1.[BH4-].[Na+].[OH-].[Na+]. Product: [CH2:31]([NH:38][C@H:10]1[C@@H:11]([F:23])[CH2:12][C@@H:13]2[N:8]([CH2:1][C:2]3[CH:3]=[CH:4][CH:5]=[CH:6][CH:7]=3)[C@@:9]1([C:25]1[CH:30]=[CH:29][CH:28]=[CH:27][CH:26]=1)[CH2:15][C@H:14]2[C:16]([O:18][C:19]([CH3:20])([CH3:21])[CH3:22])=[O:17])[C:32]1[CH:37]=[CH:36][CH:35]=[CH:34][CH:33]=1. The catalyst class is: 5. (6) Reactant: [O:1]1[C:5]2[CH:6]=[CH:7][CH:8]=[C:9]([C:10]3([N:21]4[CH2:30][C@H:29]([F:31])[CH2:28][C@H:22]4[C:23]([N:25]([CH3:27])[CH3:26])=[O:24])[C:18]4[C:13](=[CH:14][CH:15]=[C:16]([Cl:19])[CH:17]=4)[NH:12][C:11]3=[O:20])[C:4]=2[O:3][CH2:2]1.[H-].[Na+].[CH3:34][O:35][C:36]1[CH:41]=[C:40]([O:42][CH3:43])[CH:39]=[CH:38][C:37]=1[S:44](Cl)(=[O:46])=[O:45].C(=O)([O-])[O-].[K+].[K+]. Product: [O:1]1[C:5]2[CH:6]=[CH:7][CH:8]=[C:9]([C:10]3([N:21]4[CH2:30][C@H:29]([F:31])[CH2:28][C@H:22]4[C:23]([N:25]([CH3:27])[CH3:26])=[O:24])[C:18]4[C:13](=[CH:14][CH:15]=[C:16]([Cl:19])[CH:17]=4)[N:12]([S:44]([C:37]4[CH:38]=[CH:39][C:40]([O:42][CH3:43])=[CH:41][C:36]=4[O:35][CH3:34])(=[O:46])=[O:45])[C:11]3=[O:20])[C:4]=2[O:3][CH2:2]1. The catalyst class is: 54.